This data is from Full USPTO retrosynthesis dataset with 1.9M reactions from patents (1976-2016). The task is: Predict the reactants needed to synthesize the given product. Given the product [C:7]1([C:8]2[CH:30]=[CH:31][CH:26]=[CH:27][CH:28]=2)[CH:6]=[CH:5][C:4]([C:9]2[CH:10]=[C:11]([CH2:20][O:21][S:22]([CH3:25])(=[O:24])=[O:23])[C:12](=[O:19])[N:13]([CH2:15][CH:16]([CH3:18])[CH3:17])[N:14]=2)=[CH:3][CH:2]=1, predict the reactants needed to synthesize it. The reactants are: F[C:2]1[CH:3]=[C:4]([C:9]2[CH:10]=[C:11]([CH2:20][O:21][S:22]([CH3:25])(=[O:24])=[O:23])[C:12](=[O:19])[N:13]([CH2:15][CH:16]([CH3:18])[CH3:17])[N:14]=2)[CH:5]=[CH:6][C:7]=1[CH3:8].[C:26]1([C:26]2[CH:31]=[CH:30]C=[CH:28][CH:27]=2)[CH:31]=[CH:30]C(C2C=C(CO)C(=O)N(CC(C)C)N=2)=[CH:28][CH:27]=1.